Predict which catalyst facilitates the given reaction. From a dataset of Catalyst prediction with 721,799 reactions and 888 catalyst types from USPTO. (1) Reactant: [NH2:1][C:2]1[C:3]([F:23])=[CH:4][C:5]([CH3:22])=[C:6]([C:8]2[C:9](=[O:21])[N:10]([CH2:19][CH3:20])[C:11]3[C:16]([CH:17]=2)=[CH:15][N:14]=[C:13](Cl)[CH:12]=3)[CH:7]=1.[CH3:24][O:25][CH2:26][CH2:27][NH2:28]. Product: [NH2:1][C:2]1[C:3]([F:23])=[CH:4][C:5]([CH3:22])=[C:6]([C:8]2[C:9](=[O:21])[N:10]([CH2:19][CH3:20])[C:11]3[C:16]([CH:17]=2)=[CH:15][N:14]=[C:13]([NH:28][CH2:27][CH2:26][O:25][CH3:24])[CH:12]=3)[CH:7]=1. The catalyst class is: 12. (2) Reactant: Cl.[F:2][C:3]1[CH:8]=[CH:7][C:6]([CH:9]2[CH2:14][CH2:13][N:12]([C:15]([C:17]3[C:25]4[CH2:24][CH2:23][NH:22][CH2:21][C:20]=4[NH:19][N:18]=3)=[O:16])[CH2:11][CH2:10]2)=[C:5]([C:26]([F:29])([F:28])[F:27])[CH:4]=1.C(N(C(C)C)CC)(C)C.[C:39](Cl)(=[O:41])[CH3:40]. Product: [F:2][C:3]1[CH:8]=[CH:7][C:6]([CH:9]2[CH2:14][CH2:13][N:12]([C:15]([C:17]3[C:25]4[CH2:24][CH2:23][N:22]([C:39](=[O:41])[CH3:40])[CH2:21][C:20]=4[NH:19][N:18]=3)=[O:16])[CH2:11][CH2:10]2)=[C:5]([C:26]([F:29])([F:27])[F:28])[CH:4]=1. The catalyst class is: 3. (3) Reactant: CC(N=NC(C#N)(C)C)(C#N)C.[Br:13]N1C(=O)CCC1=O.[F:21][C:22]1[CH:30]=[C:29]([CH3:31])[CH:28]=[CH:27][C:23]=1[C:24]([OH:26])=[O:25]. Product: [Br:13][CH2:31][C:29]1[CH:28]=[CH:27][C:23]([C:24]([OH:26])=[O:25])=[C:22]([F:21])[CH:30]=1. The catalyst class is: 53. (4) Reactant: F[C:2]1[CH:9]=[C:8]([O:10][CH3:11])[CH:7]=[CH:6][C:3]=1[C:4]#[N:5].[OH:12][C:13]1[C:14]([O:21][CH3:22])=[C:15]([CH:18]=[CH:19][CH:20]=1)[CH:16]=[O:17].C(=O)([O-])[O-].[Cs+].[Cs+].[OH-].[Na+]. Product: [CH:16]([C:15]1[C:14]([O:21][CH3:22])=[C:13]([CH:20]=[CH:19][CH:18]=1)[O:12][C:2]1[CH:9]=[C:8]([O:10][CH3:11])[CH:7]=[CH:6][C:3]=1[C:4]#[N:5])=[O:17]. The catalyst class is: 3. (5) Reactant: [N:1]1[N:5]2[N:6]=[CH:7][CH:8]=[CH:9][C:4]2=[C:3]([OH:10])[CH:2]=1.N1C=CC=CC=1.[F:17][C:18]([F:31])([F:30])[S:19](O[S:19]([C:18]([F:31])([F:30])[F:17])(=[O:21])=[O:20])(=[O:21])=[O:20]. Product: [F:17][C:18]([F:31])([F:30])[S:19]([O:10][C:3]1[CH:2]=[N:1][N:5]2[C:4]=1[CH:9]=[CH:8][CH:7]=[N:6]2)(=[O:21])=[O:20]. The catalyst class is: 2. (6) The catalyst class is: 93. Product: [F:1][C:2]1[CH:9]=[C:6]2[C:5](=[CH:4][CH:3]=1)[O:10][C:21](=[O:22])[C:20]([N+:17]([O-:19])=[O:18])=[CH:7]2. Reactant: [F:1][C:2]1[CH:3]=[CH:4][C:5]([OH:10])=[C:6]([CH:9]=1)[CH:7]=O.Cl.C(NCC)C.[N+:17]([CH2:20][C:21](OC)=[O:22])([O-:19])=[O:18]. (7) Reactant: B(F)(F)F.CCOCC.CSC.[S:13]1[C:17]2[CH:18]=[CH:19][CH:20]=[CH:21][C:16]=2[N:15]=[C:14]1[C:22]([C:24]1[CH:29]=[CH:28][C:27]([O:30]CC2C=CC=CC=2)=[CH:26][CH:25]=1)=[O:23]. Product: [S:13]1[C:17]2[CH:18]=[CH:19][CH:20]=[CH:21][C:16]=2[N:15]=[C:14]1[C:22]([C:24]1[CH:29]=[CH:28][C:27]([OH:30])=[CH:26][CH:25]=1)=[O:23]. The catalyst class is: 2. (8) Reactant: Cl.[NH2:2][CH2:3][C:4]1[CH:5]=[C:6]2[C:10](=[CH:11][CH:12]=1)[C:9](=[O:13])[N:8]([CH:14]1[CH2:19][CH2:18][C:17](=[O:20])[NH:16][C:15]1=[O:21])[CH2:7]2.[CH3:22][N:23]([CH3:36])[C:24]1[CH:25]=[C:26]([C:30]([F:35])([F:34])[C:31](O)=[O:32])[CH:27]=[CH:28][CH:29]=1.C(N(CC)C(C)C)(C)C.F[P-](F)(F)(F)(F)F.CN(C(N(C)C)=[N+]1C2C(=NC=CC=2)[N+]([O-])=N1)C. Product: [CH3:22][N:23]([CH3:36])[C:24]1[CH:25]=[C:26]([C:30]([F:34])([F:35])[C:31]([NH:2][CH2:3][C:4]2[CH:5]=[C:6]3[C:10](=[CH:11][CH:12]=2)[C:9](=[O:13])[N:8]([CH:14]2[CH2:19][CH2:18][C:17](=[O:20])[NH:16][C:15]2=[O:21])[CH2:7]3)=[O:32])[CH:27]=[CH:28][CH:29]=1. The catalyst class is: 35. (9) Reactant: Cl.Cl.CN(C=[N:7][N:8]=[CH:9][N:10]([CH3:12])[CH3:11])C.[Br:13][C:14]1[CH:15]=C([CH:18]=[CH:19][CH:20]=1)N.O. Product: [Br:13][C:14]1[CH:15]=[C:11]([N:10]2[CH:9]=[N:8][N:7]=[CH:12]2)[CH:18]=[CH:19][CH:20]=1. The catalyst class is: 11. (10) Reactant: [NH2:1][CH:2]1[CH2:7][CH2:6][N:5]([C:8]([O:10][C:11]([CH3:14])([CH3:13])[CH3:12])=[O:9])[CH2:4][CH:3]1[F:15].F[C:17]1[CH:22]=[CH:21][C:20]([N+:23]([O-:25])=[O:24])=[CH:19][CH:18]=1. Product: [F:15][CH:3]1[CH:2]([NH:1][C:17]2[CH:22]=[CH:21][C:20]([N+:23]([O-:25])=[O:24])=[CH:19][CH:18]=2)[CH2:7][CH2:6][N:5]([C:8]([O:10][C:11]([CH3:12])([CH3:14])[CH3:13])=[O:9])[CH2:4]1. The catalyst class is: 16.